This data is from NCI-60 drug combinations with 297,098 pairs across 59 cell lines. The task is: Regression. Given two drug SMILES strings and cell line genomic features, predict the synergy score measuring deviation from expected non-interaction effect. (1) Synergy scores: CSS=7.97, Synergy_ZIP=-3.25, Synergy_Bliss=3.03, Synergy_Loewe=-16.4, Synergy_HSA=0.520. Drug 2: CCC1(C2=C(COC1=O)C(=O)N3CC4=CC5=C(C=CC(=C5CN(C)C)O)N=C4C3=C2)O.Cl. Cell line: MALME-3M. Drug 1: CN(C)N=NC1=C(NC=N1)C(=O)N. (2) Drug 1: CC1=C(C=C(C=C1)NC2=NC=CC(=N2)N(C)C3=CC4=NN(C(=C4C=C3)C)C)S(=O)(=O)N.Cl. Drug 2: CC(C)(C#N)C1=CC(=CC(=C1)CN2C=NC=N2)C(C)(C)C#N. Synergy scores: CSS=-1.40, Synergy_ZIP=2.06, Synergy_Bliss=3.19, Synergy_Loewe=2.09, Synergy_HSA=0.663. Cell line: HCT-15.